Dataset: Full USPTO retrosynthesis dataset with 1.9M reactions from patents (1976-2016). Task: Predict the reactants needed to synthesize the given product. (1) The reactants are: [NH2:1][CH:2]([CH2:13][C:14]1[CH:19]=[CH:18][C:17]([C:20]([F:23])([F:22])[F:21])=[CH:16][CH:15]=1)[CH:3]([C:5]1[CH:10]=[CH:9][C:8]([F:11])=[C:7]([F:12])[CH:6]=1)[OH:4].[C:24]1([CH2:30][CH2:31][C:32](Cl)=[O:33])[CH:29]=[CH:28][CH:27]=[CH:26][CH:25]=1.C(=O)([O-])O.[Na+]. Given the product [F:12][C:7]1[CH:6]=[C:5]([CH:3]([OH:4])[CH:2]([NH:1][C:32](=[O:33])[CH2:31][CH2:30][C:24]2[CH:29]=[CH:28][CH:27]=[CH:26][CH:25]=2)[CH2:13][C:14]2[CH:19]=[CH:18][C:17]([C:20]([F:23])([F:22])[F:21])=[CH:16][CH:15]=2)[CH:10]=[CH:9][C:8]=1[F:11], predict the reactants needed to synthesize it. (2) Given the product [CH:11]([N:8]1[CH2:9][CH2:10][N:5]([C:3](=[O:4])[CH:2]([NH:1][C:46](=[O:47])[CH2:45][CH2:44][C:40]2[CH:39]=[N:38][CH:43]=[CH:42][CH:41]=2)[CH2:24][C:25]2[CH:26]=[N:27][CH:28]=[CH:29][CH:30]=2)[CH2:6][CH2:7]1)([C:18]1[CH:19]=[CH:20][CH:21]=[CH:22][CH:23]=1)[C:12]1[CH:17]=[CH:16][CH:15]=[CH:14][CH:13]=1, predict the reactants needed to synthesize it. The reactants are: [NH2:1][CH:2]([CH2:24][C:25]1[CH:26]=[N:27][CH:28]=[CH:29][CH:30]=1)[C:3]([N:5]1[CH2:10][CH2:9][N:8]([CH:11]([C:18]2[CH:23]=[CH:22][CH:21]=[CH:20][CH:19]=2)[C:12]2[CH:17]=[CH:16][CH:15]=[CH:14][CH:13]=2)[CH2:7][CH2:6]1)=[O:4].C(N(CC)CC)C.[N:38]1[CH:43]=[CH:42][CH:41]=[C:40]([CH2:44][CH2:45][C:46](O)=[O:47])[CH:39]=1.Cl.CN(C)CCCN=C=NCC. (3) Given the product [NH2:1][C:2]1[C:11]([O:12][C:13]2[CH:18]=[CH:17][C:16]([F:19])=[CH:15][CH:14]=2)=[CH:10][CH:9]=[CH:8][C:3]=1[C:4]([OH:6])=[O:5], predict the reactants needed to synthesize it. The reactants are: [NH2:1][C:2]1[C:11]([O:12][C:13]2[CH:18]=[CH:17][C:16]([F:19])=[CH:15][CH:14]=2)=[CH:10][CH:9]=[CH:8][C:3]=1[C:4]([O:6]C)=[O:5].CO.[OH-].[Li+].Cl. (4) Given the product [I:22][C:21]1[C:15]2[C:16](=[N:17][CH:18]=[C:13]([C:10]3[CH:9]=[CH:8][C:7]([S:4]([CH:1]([CH3:3])[CH3:2])(=[O:6])=[O:5])=[CH:12][CH:11]=3)[N:14]=2)[NH:19][CH:20]=1, predict the reactants needed to synthesize it. The reactants are: [CH:1]([S:4]([C:7]1[CH:12]=[CH:11][C:10]([C:13]2[N:14]=[C:15]3[CH:21]=[CH:20][NH:19][C:16]3=[N:17][CH:18]=2)=[CH:9][CH:8]=1)(=[O:6])=[O:5])([CH3:3])[CH3:2].[I:22]Cl.ClCCl.CCOC(C)=O. (5) Given the product [Br:18][C:14]1[CH:13]=[C:12]([C:7]2([C:19]3[CH:24]=[CH:23][CH:22]=[C:21]([Br:25])[CH:20]=3)[CH2:8][N:9]([P:26](=[O:33])([O:30][CH2:31][CH3:32])[O:27][CH2:28][CH3:29])[CH2:6]2)[CH:17]=[CH:16][CH:15]=1, predict the reactants needed to synthesize it. The reactants are: CS(O[CH2:6][C:7]([C:19]1[CH:24]=[CH:23][CH:22]=[C:21]([Br:25])[CH:20]=1)([C:12]1[CH:17]=[CH:16][CH:15]=[C:14]([Br:18])[CH:13]=1)[CH2:8][N:9]=[N+]=[N-])(=O)=O.[P:26]([O:33]CC)([O:30][CH2:31][CH3:32])[O:27][CH2:28][CH3:29].P(=N)(OCC)(OCC)OCC. (6) Given the product [CH2:1]([N:3]([CH2:21][CH2:22][S:23]([CH3:24])(=[O:30])=[O:29])[C:4]([C:6]1[S:10][C:9]([C:11]2[CH:12]=[N:13][CH:14]=[CH:15][CH:16]=2)=[N:8][C:7]=1[C:17]([F:19])([F:18])[F:20])=[O:5])[CH3:2], predict the reactants needed to synthesize it. The reactants are: [CH2:1]([N:3]([CH2:21][CH2:22][S:23][CH3:24])[C:4]([C:6]1[S:10][C:9]([C:11]2[CH:12]=[N:13][CH:14]=[CH:15][CH:16]=2)=[N:8][C:7]=1[C:17]([F:20])([F:19])[F:18])=[O:5])[CH3:2].B1([O-])OO1.[OH2:29].[OH2:30].O.O.[Na+].C(=O)([O-])O.[Na+]. (7) Given the product [N+:1]([C:4]1[CH:5]=[C:6]([C:12]2[O:13][C:14]3[CH:20]=[CH:19][C:18]([C:26]4[CH:25]=[CH:24][C:23]([Cl:22])=[CH:28][C:27]=4[Cl:29])=[CH:17][C:15]=3[N:16]=2)[CH:7]=[CH:8][C:9]=1[O:10][CH3:11])([O-:3])=[O:2], predict the reactants needed to synthesize it. The reactants are: [N+:1]([C:4]1[CH:5]=[C:6]([C:12]2[O:13][C:14]3[CH:20]=[CH:19][C:18](Br)=[CH:17][C:15]=3[N:16]=2)[CH:7]=[CH:8][C:9]=1[O:10][CH3:11])([O-:3])=[O:2].[Cl:22][C:23]1[CH:28]=[C:27]([Cl:29])[CH:26]=[CH:25][C:24]=1B(O)O. (8) Given the product [C:6]([O:10][C:11](=[O:12])[NH:13][CH:14]1[CH2:21][C@@H:22]([C:26]2[CH:31]=[C:30]([F:32])[CH:29]=[C:28]([F:33])[C:27]=2[F:34])[C@@H:23]([CH3:24])[NH:4][C:15]1=[O:16])([CH3:9])([CH3:8])[CH3:7], predict the reactants needed to synthesize it. The reactants are: C([NH2:4])(C)C.Cl.[C:6]([O:10][C:11]([NH:13][CH:14]([CH2:21][CH:22]([C:26]1[CH:31]=[C:30]([F:32])[CH:29]=[C:28]([F:33])[C:27]=1[F:34])[C:23](=O)[CH3:24])[C:15](OC(C)C)=[O:16])=[O:12])([CH3:9])([CH3:8])[CH3:7].